This data is from Full USPTO retrosynthesis dataset with 1.9M reactions from patents (1976-2016). The task is: Predict the reactants needed to synthesize the given product. (1) Given the product [Cl:14][C:15]1[N:20]=[C:19]([NH:4][CH:1]([CH3:3])[CH3:2])[C:18]([N+:22]([O-:24])=[O:23])=[CH:17][N:16]=1, predict the reactants needed to synthesize it. The reactants are: [CH:1]([NH2:4])([CH3:3])[CH3:2].C(N(CC)C(C)C)(C)C.[Cl:14][C:15]1[N:20]=[C:19](Cl)[C:18]([N+:22]([O-:24])=[O:23])=[CH:17][N:16]=1. (2) Given the product [CH2:1]([N:8]1[C:12]2[CH:13]=[CH:14][CH:15]=[C:16]([CH2:17][CH2:18][OH:19])[C:11]=2[NH:10][C:9]1=[O:20])[C:2]1[CH:3]=[CH:4][CH:5]=[CH:6][CH:7]=1, predict the reactants needed to synthesize it. The reactants are: [CH2:1]([N:8]1[C:12]2[CH:13]=[CH:14][CH:15]=[C:16]([CH2:17][CH:18]=[O:19])[C:11]=2[NH:10][C:9]1=[O:20])[C:2]1[CH:7]=[CH:6][CH:5]=[CH:4][CH:3]=1.C1(C)C=CC(S(O)(=O)=O)=CC=1. (3) Given the product [CH2:10]([O:12][C:13]([N:15]1[CH2:16][CH2:17][N:18]([CH:27]([C:23]2[CH:22]=[N:21][CH:26]=[CH:25][CH:24]=2)[C:9]#[C:8][C:4]2[CH:5]=[CH:6][CH:7]=[C:2]([Cl:1])[CH:3]=2)[CH2:19][CH2:20]1)=[O:14])[CH3:11], predict the reactants needed to synthesize it. The reactants are: [Cl:1][C:2]1[CH:3]=[C:4]([C:8]#[CH:9])[CH:5]=[CH:6][CH:7]=1.[CH2:10]([O:12][C:13]([N:15]1[CH2:20][CH2:19][NH:18][CH2:17][CH2:16]1)=[O:14])[CH3:11].[N:21]1[CH:26]=[CH:25][CH:24]=[C:23]([CH:27]=O)[CH:22]=1. (4) Given the product [OH:10][C:11]1[CH:16]=[CH:15][C:14]([C:17](=[O:24])[CH2:18][CH2:19][C:28]2[C:29]([CH:43]([CH3:45])[CH3:44])=[N:30][N:31]([C:33]3[CH:34]=[CH:35][C:36]([C:39]([F:41])([F:42])[F:40])=[CH:37][CH:38]=3)[CH:32]=2)=[CH:13][C:12]=1[CH3:25], predict the reactants needed to synthesize it. The reactants are: [H-].[Na+].C([O:10][C:11]1[CH:16]=[CH:15][C:14]([C:17](=[O:24])[CH2:18][C:19](OCC)=O)=[CH:13][C:12]=1[CH3:25])C1C=CC=CC=1.ClC[C:28]1[C:29]([CH:43]([CH3:45])[CH3:44])=[N:30][N:31]([C:33]2[CH:38]=[CH:37][C:36]([C:39]([F:42])([F:41])[F:40])=[CH:35][CH:34]=2)[CH:32]=1.Cl.C(=O)([O-])O.[Na+]. (5) Given the product [CH2:1]([O:8][CH2:9][CH2:10][CH2:11][CH2:12][CH:13]=[O:14])[C:2]1[CH:7]=[CH:6][CH:5]=[CH:4][CH:3]=1, predict the reactants needed to synthesize it. The reactants are: [CH2:1]([O:8][CH2:9][CH2:10][CH2:11][CH2:12][CH2:13][OH:14])[C:2]1[CH:7]=[CH:6][CH:5]=[CH:4][CH:3]=1.CC(OI1(OC(C)=O)(OC(C)=O)OC(=O)C2C=CC=CC1=2)=O. (6) The reactants are: [C:1]([N:8]1[CH2:13][CH2:12][CH2:11][CH:10]([CH2:14][NH:15][C:16]2[CH:17]=[N:18][CH:19]=[CH:20][CH:21]=2)[CH2:9]1)([O:3][C:4]([CH3:7])([CH3:6])[CH3:5])=[O:2].[C:22](Cl)(=[O:25])[CH2:23][CH3:24]. Given the product [C:1]([N:8]1[CH2:13][CH2:12][CH2:11][CH:10]([CH2:14][N:15]([C:16]2[CH:17]=[N:18][CH:19]=[CH:20][CH:21]=2)[C:22](=[O:25])[CH2:23][CH3:24])[CH2:9]1)([O:3][C:4]([CH3:6])([CH3:7])[CH3:5])=[O:2], predict the reactants needed to synthesize it.